Dataset: Forward reaction prediction with 1.9M reactions from USPTO patents (1976-2016). Task: Predict the product of the given reaction. (1) Given the reactants Cl[C:2]1[CH:7]=[C:6]([Cl:8])[N:5]=[CH:4][N:3]=1.[F:9][C:10]1[C:16]([F:17])=[CH:15][CH:14]=[CH:13][C:11]=1[NH2:12], predict the reaction product. The product is: [Cl:8][C:6]1[CH:7]=[C:2]([NH:12][C:11]2[CH:13]=[CH:14][CH:15]=[C:16]([F:17])[C:10]=2[F:9])[N:3]=[CH:4][N:5]=1. (2) Given the reactants [F:1][C:2]1[CH:3]=[CH:4][C:5]([O:38][CH3:39])=[C:6]([C:8]2[CH:13]=[CH:12][N:11]=[C:10]3[N:14]([S:29]([C:32]4[CH:37]=[CH:36][CH:35]=[CH:34][CH:33]=4)(=[O:31])=[O:30])[C:15]([C:17]4[CH2:18][N:19](C(OC(C)(C)C)=O)[CH2:20][CH:21]=4)=[CH:16][C:9]=23)[CH:7]=1.FC(F)(F)C(O)=O, predict the reaction product. The product is: [NH:19]1[CH2:20][CH:21]=[C:17]([C:15]2[N:14]([S:29]([C:32]3[CH:37]=[CH:36][CH:35]=[CH:34][CH:33]=3)(=[O:30])=[O:31])[C:10]3=[N:11][CH:12]=[CH:13][C:8]([C:6]4[CH:7]=[C:2]([F:1])[CH:3]=[CH:4][C:5]=4[O:38][CH3:39])=[C:9]3[CH:16]=2)[CH2:18]1. (3) The product is: [F:16][C:17]1[CH:22]=[CH:21][C:20]([O:23][CH2:2][C:3]2([OH:1])[CH2:8][CH2:7][N:6]([C:9]([O:11][C:12]([CH3:15])([CH3:14])[CH3:13])=[O:10])[CH2:5][CH2:4]2)=[CH:19][CH:18]=1. Given the reactants [O:1]1[C:3]2([CH2:8][CH2:7][N:6]([C:9]([O:11][C:12]([CH3:15])([CH3:14])[CH3:13])=[O:10])[CH2:5][CH2:4]2)[CH2:2]1.[F:16][C:17]1[CH:22]=[CH:21][C:20]([OH:23])=[CH:19][CH:18]=1.C(=O)([O-])[O-].[K+].[K+], predict the reaction product. (4) Given the reactants [CH:1]1([NH:4][C:5](=[O:31])[C:6]2[CH:11]=[C:10]([F:12])[C:9]([CH3:13])=[C:8]([C:14]3[CH:15]=[C:16]4[C:21](=[CH:22][CH:23]=3)[C:20](=[O:24])[N:19]([CH2:25][CH:26]3[CH2:28][CH2:27]3)[CH:18]=[C:17]4[CH:29]=O)[CH:7]=2)[CH2:3][CH2:2]1.[NH:32]1[CH2:38][CH2:37][CH2:36][NH:35][CH2:34][CH2:33]1, predict the reaction product. The product is: [N:32]1([CH2:29][C:17]2[C:16]3[C:21](=[CH:22][CH:23]=[C:14]([C:8]4[CH:7]=[C:6]([CH:11]=[C:10]([F:12])[C:9]=4[CH3:13])[C:5]([NH:4][CH:1]4[CH2:2][CH2:3]4)=[O:31])[CH:15]=3)[C:20](=[O:24])[N:19]([CH2:25][CH:26]3[CH2:28][CH2:27]3)[CH:18]=2)[CH2:38][CH2:37][CH2:36][NH:35][CH2:34][CH2:33]1. (5) Given the reactants [C:1]([O:23]C)(=O)[CH2:2][CH2:3][CH2:4][CH2:5][CH2:6][CH2:7][CH2:8]/[CH:9]=[CH:10]\[CH2:11][CH2:12][CH2:13][CH2:14][CH2:15][CH2:16][CH2:17][C:18]([O:20][CH3:21])=[O:19].N(CCCC)(CCCC)CCCC.O, predict the reaction product. The product is: [CH3:21][O:20][C:18]([CH:17]1[CH2:16][CH2:15][CH2:14][CH2:13][CH2:12][CH2:11][CH:10]=[CH:9][CH2:8][CH2:7][CH2:6][CH2:5][CH2:4][CH2:3][CH2:2][C:1]1=[O:23])=[O:19].